Dataset: Full USPTO retrosynthesis dataset with 1.9M reactions from patents (1976-2016). Task: Predict the reactants needed to synthesize the given product. The reactants are: [F:1][C:2]([F:38])([F:37])[C:3]1[CH:4]=[C:5]([CH:30]=[C:31]([C:33]([F:36])([F:35])[F:34])[CH:32]=1)[CH2:6][N:7]([CH3:29])[C:8](=[O:28])[C:9]1[C:14]([C:15]2[CH:20]=[CH:19][CH:18]=[CH:17][C:16]=2[CH3:21])=[CH:13][C:12]([N:22]2[CH2:27][CH2:26][NH:25][CH2:24][CH2:23]2)=[N:11][CH:10]=1.Cl[CH2:40][C:41]1[N:45]=[CH:44][O:43][N:42]=1.C(=O)([O-])[O-].[K+].[K+]. Given the product [F:38][C:2]([F:37])([F:1])[C:3]1[CH:4]=[C:5]([CH:30]=[C:31]([C:33]([F:35])([F:36])[F:34])[CH:32]=1)[CH2:6][N:7]([CH3:29])[C:8](=[O:28])[C:9]1[C:14]([C:15]2[CH:20]=[CH:19][CH:18]=[CH:17][C:16]=2[CH3:21])=[CH:13][C:12]([N:22]2[CH2:23][CH2:24][N:25]([CH2:40][C:41]3[N:45]=[CH:44][O:43][N:42]=3)[CH2:26][CH2:27]2)=[N:11][CH:10]=1, predict the reactants needed to synthesize it.